This data is from Reaction yield outcomes from USPTO patents with 853,638 reactions. The task is: Predict the reaction yield, written as a fraction of the theoretical maximum amount of product (1.0 means a 100% yield; for example, 0.34 means a 34% yield). The reactants are [Cl:1][C:2]1[CH:3]=[C:4]2[C:9](=[CH:10][C:11]=1F)[O:8][CH:7]([C:13]([F:16])([F:15])[F:14])[C:6]([C:17]([O:19][CH2:20][CH3:21])=[O:18])=[CH:5]2.[CH2:22]([SH:24])[CH3:23].C([O-])([O-])=O.[K+].[K+]. The catalyst is CN(C=O)C. The product is [Cl:1][C:2]1[CH:3]=[C:4]2[C:9](=[CH:10][C:11]=1[S:24][CH2:22][CH3:23])[O:8][CH:7]([C:13]([F:16])([F:15])[F:14])[C:6]([C:17]([O:19][CH2:20][CH3:21])=[O:18])=[CH:5]2. The yield is 0.430.